This data is from Full USPTO retrosynthesis dataset with 1.9M reactions from patents (1976-2016). The task is: Predict the reactants needed to synthesize the given product. (1) The reactants are: [Cl:1][CH2:2][CH2:3][CH2:4][O:5][C:6]1[CH:11]=[CH:10][C:9]([C:12]2[S:13][C:14]([CH2:18]O)=[C:15]([CH3:17])[N:16]=2)=[CH:8][CH:7]=1.[NH:20]1[CH2:24][CH2:23][CH2:22][C:21]1=[O:25].C1(C)C=CC(S(O)(=O)=O)=CC=1. Given the product [Cl:1][CH2:2][CH2:3][CH2:4][O:5][C:6]1[CH:7]=[CH:8][C:9]([C:12]2[S:13][C:14]([CH2:18][N:20]3[CH2:24][CH2:23][CH2:22][C:21]3=[O:25])=[C:15]([CH3:17])[N:16]=2)=[CH:10][CH:11]=1, predict the reactants needed to synthesize it. (2) Given the product [Cl:28][C:20]([C:19]1[CH:23]=[CH:24][C:16]([CH:12]2[CH2:13][CH2:14][CH2:15][N:11]2[C:9]([O:8][CH2:1][C:2]2[CH:7]=[CH:6][CH:5]=[CH:4][CH:3]=2)=[O:10])=[CH:17][C:18]=1[F:25])=[O:21], predict the reactants needed to synthesize it. The reactants are: [CH2:1]([O:8][C:9]([N:11]1[CH2:15][CH2:14][CH2:13][CH:12]1[C:16]1[CH:24]=[CH:23][C:19]([C:20](O)=[O:21])=[C:18]([F:25])[CH:17]=1)=[O:10])[C:2]1[CH:7]=[CH:6][CH:5]=[CH:4][CH:3]=1.S(Cl)([Cl:28])=O. (3) The reactants are: [F:1][C:2]1[CH:10]=[C:9]2[C:5]([C:6]([C:11]3[CH:35]=[CH:34][C:14]4[N:15]=[C:16]([CH2:18][CH2:19][N:20]5[CH2:33][C:22]6([CH2:25][N:24](C(OC(C)(C)C)=O)[CH2:23]6)[CH2:21]5)[O:17][C:13]=4[CH:12]=3)=[CH:7][NH:8]2)=[CH:4][CH:3]=1.C(O)(C(F)(F)F)=O. Given the product [CH2:21]1[C:22]2([CH2:23][NH:24][CH2:25]2)[CH2:33][N:20]1[CH2:19][CH2:18][C:16]1[O:17][C:13]2[CH:12]=[C:11]([C:6]3[C:5]4[C:9](=[CH:10][C:2]([F:1])=[CH:3][CH:4]=4)[NH:8][CH:7]=3)[CH:35]=[CH:34][C:14]=2[N:15]=1, predict the reactants needed to synthesize it.